Predict the reactants needed to synthesize the given product. From a dataset of Full USPTO retrosynthesis dataset with 1.9M reactions from patents (1976-2016). Given the product [Cl:17][C:3]1[C:4]([Cl:16])=[C:5]([C:8]([OH:15])([CH2:13][CH3:14])[C:9]([F:12])([F:11])[F:10])[CH:6]=[CH:7][C:2]=1[C:27]1[S:26][C:25]([C:28]([O:30][CH2:31][CH3:32])=[O:29])=[N:24][C:23]=1[C:21](=[O:22])[N:20]([CH2:18][CH3:19])[CH2:33][CH3:34], predict the reactants needed to synthesize it. The reactants are: Br[C:2]1[CH:7]=[CH:6][C:5]([C:8]([OH:15])([CH2:13][CH3:14])[C:9]([F:12])([F:11])[F:10])=[C:4]([Cl:16])[C:3]=1[Cl:17].[CH2:18]([N:20]([CH2:33][CH3:34])[C:21]([C:23]1[N:24]=[C:25]([C:28]([O:30][CH2:31][CH3:32])=[O:29])[S:26][CH:27]=1)=[O:22])[CH3:19].C(N(CC)C(C1N=C(C(NCC(O)(C)C)=O)SC=1)=O)C.CC([O-])=O.[K+].C1C=CC(P(C2C=CC=CC=2)C2C=CC=CC=2)=CC=1.N#N.